Dataset: Full USPTO retrosynthesis dataset with 1.9M reactions from patents (1976-2016). Task: Predict the reactants needed to synthesize the given product. (1) Given the product [CH2:13]([C:15]1[S:51][C:18]2[N:19]([CH2:36][C:37]3[CH:42]=[CH:41][C:40]([C:43]4[CH:48]=[CH:47][CH:46]=[CH:45][C:44]=4[C:49]4[NH:3][C:4](=[O:7])[O:5][N:50]=4)=[CH:39][CH:38]=3)[C:20](=[O:35])[N:21]([CH2:24][C:25]([C:28]3[CH:29]=[CH:30][C:31]([F:34])=[CH:32][CH:33]=3)([OH:27])[CH3:26])[C:22](=[O:23])[C:17]=2[CH:16]=1)[CH3:14], predict the reactants needed to synthesize it. The reactants are: [Cl-].O[NH3+:3].[C:4](=[O:7])([O-])[OH:5].[Na+].CS(C)=O.[CH2:13]([C:15]1[S:51][C:18]2[N:19]([CH2:36][C:37]3[CH:42]=[CH:41][C:40]([C:43]4[C:44]([C:49]#[N:50])=[CH:45][CH:46]=[CH:47][CH:48]=4)=[CH:39][CH:38]=3)[C:20](=[O:35])[N:21]([CH2:24][C:25]([C:28]3[CH:33]=[CH:32][C:31]([F:34])=[CH:30][CH:29]=3)([OH:27])[CH3:26])[C:22](=[O:23])[C:17]=2[CH:16]=1)[CH3:14]. (2) Given the product [CH2:1]([O:8][C:9]1[C:10]([C:27]2[CH:28]=[C:29]([O:32][CH3:33])[CH:30]=[CH:31][C:26]=2[F:25])=[N:11][CH:12]=[C:13]([CH2:15][O:16][Si:17]([C:20]([CH3:23])([CH3:22])[CH3:21])([CH3:19])[CH3:18])[CH:14]=1)[C:2]1[CH:7]=[CH:6][CH:5]=[CH:4][CH:3]=1, predict the reactants needed to synthesize it. The reactants are: [CH2:1]([O:8][C:9]1[C:10](Cl)=[N:11][CH:12]=[C:13]([CH2:15][O:16][Si:17]([C:20]([CH3:23])([CH3:22])[CH3:21])([CH3:19])[CH3:18])[CH:14]=1)[C:2]1[CH:7]=[CH:6][CH:5]=[CH:4][CH:3]=1.[F:25][C:26]1[CH:31]=[CH:30][C:29]([O:32][CH3:33])=[CH:28][C:27]=1B(O)O.C1(P(C2CCCCC2)C2C=CC=CC=2C2C(OC)=CC=CC=2OC)CCCCC1.C(=O)([O-])[O-].[Na+].[Na+]. (3) Given the product [CH:22]1([N:25]=[C:18]([C:10]2[C:11]3[C:12](=[N:13][C:14]([CH3:17])=[CH:15][CH:16]=3)[N:8]([CH2:7][CH2:6][CH2:5][NH:4][C:3](=[O:21])[O:2][CH3:1])[N:9]=2)[CH3:19])[CH2:24][CH2:23]1, predict the reactants needed to synthesize it. The reactants are: [CH3:1][O:2][C:3](=[O:21])[NH:4][CH2:5][CH2:6][CH2:7][N:8]1[C:12]2=[N:13][C:14]([CH3:17])=[CH:15][CH:16]=[C:11]2[C:10]([C:18](=O)[CH3:19])=[N:9]1.[CH:22]1([NH2:25])[CH2:24][CH2:23]1.C(O)(=O)C.